From a dataset of Forward reaction prediction with 1.9M reactions from USPTO patents (1976-2016). Predict the product of the given reaction. (1) The product is: [CH2:1]([O:8][C:9](=[O:33])[C@@H:10]([NH:20][C:21](=[O:32])[C@@H:22]([NH:24][C:25](=[O:26])[CH2:56][N:53]1[CH2:54][CH2:55][O:50][CH2:51][CH2:52]1)[CH3:23])[CH2:11][C:12]1[CH:17]=[CH:16][C:15]([O:18][CH3:19])=[CH:14][CH:13]=1)[C:2]1[CH:3]=[CH:4][CH:5]=[CH:6][CH:7]=1. Given the reactants [CH2:1]([O:8][C:9](=[O:33])[C@@H:10]([NH:20][C:21](=[O:32])[C@@H:22]([NH:24][C:25](OC(C)(C)C)=[O:26])[CH3:23])[CH2:11][C:12]1[CH:17]=[CH:16][C:15]([O:18][CH3:19])=[CH:14][CH:13]=1)[C:2]1[CH:7]=[CH:6][CH:5]=[CH:4][CH:3]=1.FC(F)(F)C(O)=O.C(N(CC)C(C)C)(C)C.[O:50]1[CH2:55][CH2:54][N:53]([CH2:56]C(O)=O)[CH2:52][CH2:51]1.CN(C(ON1N=NC2C=CC=NC1=2)=[N+](C)C)C.F[P-](F)(F)(F)(F)F, predict the reaction product. (2) Given the reactants [CH3:1][O:2][C:3](=[O:18])[CH2:4][C:5]1[C:6](=[O:17])[NH:7][C:8]2[C:13]([CH:14]=1)=[CH:12][CH:11]=[C:10]([O:15][CH3:16])[CH:9]=2.C[Si]([N-][Si](C)(C)C)(C)C.[K+].[CH2:29](I)[CH3:30].CCOCC, predict the reaction product. The product is: [CH3:1][O:2][C:3](=[O:18])[CH2:4][C:5]1[C:6](=[O:17])[N:7]([CH2:29][CH3:30])[C:8]2[C:13]([CH:14]=1)=[CH:12][CH:11]=[C:10]([O:15][CH3:16])[CH:9]=2. (3) Given the reactants [CH2:1]([O:3][C:4]([N:6]1[CH2:12][CH2:11][C:10]2[C:13]([Br:17])=[C:14](Br)[S:15][C:9]=2[CH2:8][CH2:7]1)=[O:5])[CH3:2].[Li]CCCC.[F:23][C:24]([F:34])([F:33])[C:25](C(O)C(F)(F)F)=[O:26], predict the reaction product. The product is: [CH2:1]([O:3][C:4]([N:6]1[CH2:12][CH2:11][C:10]2[C:13]([Br:17])=[C:14]([C:25](=[O:26])[C:24]([F:34])([F:33])[F:23])[S:15][C:9]=2[CH2:8][CH2:7]1)=[O:5])[CH3:2]. (4) Given the reactants [Cl:1][C:2]1[CH:9]=[C:8]([N:10]([CH2:16][C:17]2[CH:22]=[CH:21][CH:20]=[CH:19][C:18]=2[Cl:23])[C@H:11]2[CH2:15][CH2:14][NH:13][CH2:12]2)[CH:7]=[CH:6][C:3]=1[C:4]#[N:5].[F:24][C:25]([F:38])([F:37])[C:26]1[CH:27]=[C:28]([CH2:32][S:33](Cl)(=[O:35])=[O:34])[CH:29]=[CH:30][CH:31]=1, predict the reaction product. The product is: [Cl:1][C:2]1[CH:9]=[C:8]([N:10]([CH2:16][C:17]2[CH:22]=[CH:21][CH:20]=[CH:19][C:18]=2[Cl:23])[C@H:11]2[CH2:15][CH2:14][N:13]([S:33]([CH2:32][C:28]3[CH:29]=[CH:30][CH:31]=[C:26]([C:25]([F:24])([F:37])[F:38])[CH:27]=3)(=[O:35])=[O:34])[CH2:12]2)[CH:7]=[CH:6][C:3]=1[C:4]#[N:5]. (5) Given the reactants [F:1][C:2]([F:26])([F:25])[O:3][C:4]1[CH:9]=[CH:8][C:7]([N:10]2[CH:14]=[N:13][C:12]([C:15]3[CH:20]=[CH:19][C:18]([CH2:21][C@H:22]([NH2:24])[CH3:23])=[CH:17][CH:16]=3)=[N:11]2)=[CH:6][CH:5]=1.[C:27](=[O:30])(O)[O-].[Na+].ClC(Cl)(OC(=O)OC(Cl)(Cl)Cl)Cl.[CH:44]([C:47]1[CH:52]=[CH:51][C:50]([CH3:53])=[CH:49][C:48]=1[NH:54][C:55]([NH2:57])=[S:56])([CH3:46])[CH3:45].C(=O)([O-])[O-].[Cs+].[Cs+].Br[CH2:65][C:66](OC)=[O:67].C([O-])(=O)C.[Na+], predict the reaction product. The product is: [CH:44]([C:47]1[CH:52]=[CH:51][C:50]([CH3:53])=[CH:49][C:48]=1[N:54]1[C:66](=[O:67])[CH2:65][S:56]/[C:55]/1=[N:57]\[C:27]([NH:24][C@H:22]([CH3:23])[CH2:21][C:18]1[CH:19]=[CH:20][C:15]([C:12]2[N:13]=[CH:14][N:10]([C:7]3[CH:6]=[CH:5][C:4]([O:3][C:2]([F:1])([F:25])[F:26])=[CH:9][CH:8]=3)[N:11]=2)=[CH:16][CH:17]=1)=[O:30])([CH3:46])[CH3:45]. (6) The product is: [F:15][C:3]1[CH:4]=[C:5]([CH:13]=[CH:14][C:2]=1[B:16]1[O:20][C:19]([CH3:22])([CH3:21])[C:18]([CH3:24])([CH3:23])[O:17]1)[CH2:6][N:7]1[CH2:12][CH2:11][O:10][CH2:9][CH2:8]1. Given the reactants Br[C:2]1[CH:14]=[CH:13][C:5]([CH2:6][N:7]2[CH2:12][CH2:11][O:10][CH2:9][CH2:8]2)=[CH:4][C:3]=1[F:15].[B:16]1([B:16]2[O:20][C:19]([CH3:22])([CH3:21])[C:18]([CH3:24])([CH3:23])[O:17]2)[O:20][C:19]([CH3:22])([CH3:21])[C:18]([CH3:24])([CH3:23])[O:17]1.C(Cl)Cl.C([O-])(=O)C.[K+], predict the reaction product. (7) Given the reactants Br[C:2]1[CH:16]=[CH:15][CH:14]=[CH:13][C:3]=1[O:4][C:5]1[CH:10]=[CH:9][N:8]=[C:7]([C:11]#[N:12])[CH:6]=1.[F:17][C:18]1[CH:23]=[C:22](B2OC(C)(C)C(C)(C)O2)[CH:21]=[CH:20][C:19]=1[C:33]1[CH:34]=[N:35][C:36]([NH2:39])=[N:37][CH:38]=1, predict the reaction product. The product is: [NH2:39][C:36]1[N:37]=[CH:38][C:33]([C:19]2[CH:20]=[CH:21][C:22]([C:2]3[CH:16]=[CH:15][CH:14]=[CH:13][C:3]=3[O:4][C:5]3[CH:10]=[CH:9][N:8]=[C:7]([C:11]#[N:12])[CH:6]=3)=[CH:23][C:18]=2[F:17])=[CH:34][N:35]=1. (8) The product is: [F:51][C:52]([F:59])([C:55]([F:58])([F:57])[F:56])[CH2:53][O:29][C:28](=[O:30])[C@H:27]([OH:31])[CH2:26][N:15]([CH2:14][C:11]1[CH:10]=[CH:9][C:8]([C:6]2[CH:7]=[C:2]([Cl:1])[CH:3]=[CH:4][C:5]=2[F:32])=[CH:13][CH:12]=1)[NH:16][C:17]([C:19]1[O:23][N:22]=[C:21]([O:24][CH3:25])[CH:20]=1)=[O:18]. Given the reactants [Cl:1][C:2]1[CH:3]=[CH:4][C:5]([F:32])=[C:6]([C:8]2[CH:13]=[CH:12][C:11]([CH2:14][N:15]([CH2:26][C@@H:27]([OH:31])[C:28]([OH:30])=[O:29])[NH:16][C:17]([C:19]3[O:23][N:22]=[C:21]([O:24][CH3:25])[CH:20]=3)=[O:18])=[CH:10][CH:9]=2)[CH:7]=1.C(Cl)CCl.C1C=C2N=NN(O)C2=CC=1.O.C(Cl)Cl.[F:51][C:52]([F:59])([C:55]([F:58])([F:57])[F:56])[CH2:53]O.C(O)(C(F)(F)F)=O, predict the reaction product. (9) Given the reactants C(O[C:4]([C:6]1[CH:10]=[CH:9][S:8][CH:7]=1)=[O:5])C.[CH2:11]([Mg]Br)[CH3:12].S(=O)(=O)(O)O, predict the reaction product. The product is: [S:8]1[CH:9]=[CH:10][C:6]([C:4]2([OH:5])[CH2:12][CH2:11]2)=[CH:7]1. (10) Given the reactants [CH:1]1[C:6]([OH:7])=[CH:5][CH:4]=[C:3]([CH3:8])[CH:2]=1.[CH2:9]([O:11][CH:12]([O:15][CH2:16][CH3:17])[CH2:13]Br)[CH3:10].[OH-].[K+].[OH-].[Na+], predict the reaction product. The product is: [CH2:9]([O:11][CH:12]([O:15][CH2:16][CH3:17])[CH2:13][O:7][C:6]1[CH:5]=[CH:4][C:3]([CH3:8])=[CH:2][CH:1]=1)[CH3:10].